This data is from Reaction yield outcomes from USPTO patents with 853,638 reactions. The task is: Predict the reaction yield, written as a fraction of the theoretical maximum amount of product (1.0 means a 100% yield; for example, 0.34 means a 34% yield). (1) The reactants are Cl[C:2]1[CH:3]=[C:4]([N:9]2[C:13]3[C:14](=[O:31])[N:15]([C:18]4[CH:23]=[CH:22][C:21]([N:24]5[CH2:29][CH2:28][CH2:27][CH2:26][C:25]5=[O:30])=[CH:20][CH:19]=4)[CH2:16][CH2:17][C:12]=3[C:11]([C:32]([F:35])([F:34])[F:33])=[N:10]2)[CH:5]=[CH:6][C:7]=1[F:8].C[C:37]([N:39](C)C)=O. The product is [F:8][C:7]1[CH:6]=[CH:5][C:4]([N:9]2[C:13]3[C:14](=[O:31])[N:15]([C:18]4[CH:19]=[CH:20][C:21]([N:24]5[CH2:29][CH2:28][CH2:27][CH2:26][C:25]5=[O:30])=[CH:22][CH:23]=4)[CH2:16][CH2:17][C:12]=3[C:11]([C:32]([F:35])([F:34])[F:33])=[N:10]2)=[CH:3][C:2]=1[C:37]#[N:39]. The yield is 0.500. The catalyst is [C-]#N.[C-]#N.[Zn+2].C1C=CC(/C=C/C(/C=C/C2C=CC=CC=2)=O)=CC=1.C1C=CC(/C=C/C(/C=C/C2C=CC=CC=2)=O)=CC=1.C1C=CC(/C=C/C(/C=C/C2C=CC=CC=2)=O)=CC=1.[Pd].[Pd].C1C=CC(P(C2C=CC=CC=2)[C-]2C=CC=C2)=CC=1.C1C=CC(P(C2C=CC=CC=2)[C-]2C=CC=C2)=CC=1.[Fe+2].[Zn]. (2) The reactants are [H-].[Na+].[Cl:3][C:4]1[CH:24]=[CH:23][C:7]([CH2:8][C:9]2([OH:22])[CH2:14][CH2:13][N:12]([C:15]([O:17][C:18]([CH3:21])([CH3:20])[CH3:19])=[O:16])[CH2:11][CH2:10]2)=[C:6]([O:25][CH3:26])[CH:5]=1.[CH3:27]N(C)P(N(C)C)(N(C)C)=O.CI.S(=O)(=O)(O)[O-].[Na+]. The catalyst is C1COCC1. The product is [Cl:3][C:4]1[CH:24]=[CH:23][C:7]([CH2:8][C:9]2([O:22][CH3:27])[CH2:14][CH2:13][N:12]([C:15]([O:17][C:18]([CH3:21])([CH3:20])[CH3:19])=[O:16])[CH2:11][CH2:10]2)=[C:6]([O:25][CH3:26])[CH:5]=1. The yield is 0.660. (3) The reactants are [Br:1][C:2]1[CH:3]=[CH:4][C:5]2[C:11]3[S:12][C:13]([C:15]([N:17]([C:19]4[CH:20]=[C:21]([CH:25]=[CH:26][C:27]=4[Cl:28])[C:22](O)=[O:23])[CH3:18])=[O:16])=[CH:14][C:10]=3[CH2:9][CH2:8][O:7][C:6]=2[CH:29]=1.CCN=C=NCCCN(C)C.C1C=CC2N(O)N=NC=2C=1.CCN(C(C)C)C(C)C.Cl.[OH:61][CH:62]1[CH2:65][NH:64][CH2:63]1. The catalyst is C1COCC1.O. The product is [Br:1][C:2]1[CH:3]=[CH:4][C:5]2[C:11]3[S:12][C:13]([C:15]([N:17]([C:19]4[CH:20]=[C:21]([C:22]([N:64]5[CH2:65][CH:62]([OH:61])[CH2:63]5)=[O:23])[CH:25]=[CH:26][C:27]=4[Cl:28])[CH3:18])=[O:16])=[CH:14][C:10]=3[CH2:9][CH2:8][O:7][C:6]=2[CH:29]=1. The yield is 0.580. (4) The reactants are [S:1]1[C:9]2[CH2:8][CH2:7][N:6](C(OCC)=O)[CH2:5][C:4]=2[CH:3]=[C:2]1[C:15]([O:17]CC)=[O:16].[ClH:20]. The catalyst is [OH-].[K+]. The product is [ClH:20].[S:1]1[C:9]2[CH2:8][CH2:7][NH:6][CH2:5][C:4]=2[CH:3]=[C:2]1[C:15]([OH:17])=[O:16]. The yield is 0.300.